Regression. Given two drug SMILES strings and cell line genomic features, predict the synergy score measuring deviation from expected non-interaction effect. From a dataset of NCI-60 drug combinations with 297,098 pairs across 59 cell lines. (1) Drug 1: CS(=O)(=O)OCCCCOS(=O)(=O)C. Drug 2: B(C(CC(C)C)NC(=O)C(CC1=CC=CC=C1)NC(=O)C2=NC=CN=C2)(O)O. Cell line: RXF 393. Synergy scores: CSS=8.34, Synergy_ZIP=0.138, Synergy_Bliss=-0.490, Synergy_Loewe=-65.9, Synergy_HSA=-2.64. (2) Drug 1: C1CCC(C(C1)N)N.C(=O)(C(=O)[O-])[O-].[Pt+4]. Drug 2: N.N.Cl[Pt+2]Cl. Cell line: OVCAR-4. Synergy scores: CSS=40.5, Synergy_ZIP=-1.21, Synergy_Bliss=0.879, Synergy_Loewe=-18.9, Synergy_HSA=1.25. (3) Drug 2: C(CCl)NC(=O)N(CCCl)N=O. Cell line: EKVX. Synergy scores: CSS=17.6, Synergy_ZIP=0.867, Synergy_Bliss=0.654, Synergy_Loewe=-36.4, Synergy_HSA=-1.78. Drug 1: CCC1=CC2CC(C3=C(CN(C2)C1)C4=CC=CC=C4N3)(C5=C(C=C6C(=C5)C78CCN9C7C(C=CC9)(C(C(C8N6C)(C(=O)OC)O)OC(=O)C)CC)OC)C(=O)OC.C(C(C(=O)O)O)(C(=O)O)O.